Dataset: Forward reaction prediction with 1.9M reactions from USPTO patents (1976-2016). Task: Predict the product of the given reaction. (1) Given the reactants C(OC(Cl)=O)C(C)C.CN1CCOCC1.[OH:16][B:17]1[C:21]2[C:22]([O:26][CH2:27][C:28]([OH:30])=O)=[CH:23][CH:24]=[CH:25][C:20]=2[CH2:19][O:18]1.Cl.[CH2:32]([O:39][CH2:40][CH2:41][NH2:42])[C:33]1[CH:38]=[CH:37][CH:36]=[CH:35][CH:34]=1, predict the reaction product. The product is: [CH2:32]([O:39][CH2:40][CH2:41][NH:42][C:28](=[O:30])[CH2:27][O:26][C:22]1[C:21]2[B:17]([OH:16])[O:18][CH2:19][C:20]=2[CH:25]=[CH:24][CH:23]=1)[C:33]1[CH:38]=[CH:37][CH:36]=[CH:35][CH:34]=1. (2) The product is: [CH3:19][C:18]1[C:4]([B:5]2[O:9][C:8]([CH3:10])([CH3:11])[C:7]([CH3:13])([CH3:12])[O:6]2)=[C:3]([Si:2]([CH3:14])([CH3:15])[CH3:1])[O:16][N:17]=1. Given the reactants [CH3:1][Si:2]([CH3:15])([CH3:14])[C:3]#[C:4][B:5]1[O:9][C:8]([CH3:11])([CH3:10])[C:7]([CH3:13])([CH3:12])[O:6]1.[OH:16]/[N:17]=[C:18](\Cl)/[CH3:19].C(=O)([O-])O.[K+], predict the reaction product. (3) Given the reactants [CH3:1][C:2]1([CH3:10])[C:6](=[O:7])[CH2:5][C:4]([CH3:9])([CH3:8])[O:3]1.C[O-].[Na+].[Br:14][C:15]1[CH:16]=[CH:17][C:18]([CH2:23][CH3:24])=[C:19]([CH:22]=1)[CH:20]=O, predict the reaction product. The product is: [Br:14][C:15]1[CH:16]=[CH:17][C:18]([CH2:23][CH3:24])=[C:19]([CH:22]=1)[CH:20]=[C:5]1[C:4]([CH3:9])([CH3:8])[O:3][C:2]([CH3:10])([CH3:1])[C:6]1=[O:7]. (4) Given the reactants Cl[C:2]1[N:3]=[N:4][C:5]([O:8][CH2:9][C:10]2[C:11]([C:16]3[CH:21]=[CH:20][CH:19]=[CH:18][CH:17]=3)=[N:12][O:13][C:14]=2[CH3:15])=[CH:6][CH:7]=1.[NH:22]1[CH2:26][CH2:25][CH2:24][CH2:23]1.CC(C)([O-])C.[Na+].C1(P(C2C=CC=CC=2)C2C=CC3C(=CC=CC=3)C=2C2C3C(=CC=CC=3)C=CC=2P(C2C=CC=CC=2)C2C=CC=CC=2)C=CC=CC=1, predict the reaction product. The product is: [CH3:15][C:14]1[O:13][N:12]=[C:11]([C:16]2[CH:21]=[CH:20][CH:19]=[CH:18][CH:17]=2)[C:10]=1[CH2:9][O:8][C:5]1[N:4]=[N:3][C:2]([N:22]2[CH2:26][CH2:25][CH2:24][CH2:23]2)=[CH:7][CH:6]=1.